Task: Predict the reactants needed to synthesize the given product.. Dataset: Full USPTO retrosynthesis dataset with 1.9M reactions from patents (1976-2016) Given the product [CH3:1][O:2][C:3]1[CH:8]=[CH:7][C:6]([C@@H:9]2[CH2:14][CH2:13][CH2:12][CH2:11][C@@H:10]2[N+:15]([O-:17])=[O:16])=[CH:5][C:4]=1[O:18][CH3:19], predict the reactants needed to synthesize it. The reactants are: [CH3:1][O:2][C:3]1[CH:8]=[CH:7][C:6]([C@@H:9]2[CH2:14][CH:13]=[CH:12][CH2:11][C@@H:10]2[N+:15]([O-:17])=[O:16])=[CH:5][C:4]=1[O:18][CH3:19].Cl.